Task: Predict which catalyst facilitates the given reaction.. Dataset: Catalyst prediction with 721,799 reactions and 888 catalyst types from USPTO (1) Reactant: [C:1]([N:8]1[CH:12]=[CH:11]N=C1)([N:3]1[CH:7]=[CH:6][N:5]=[CH:4]1)=[O:2].[CH2:13](N)[CH2:14][CH2:15]C#C. Product: [CH2:12]([NH:8][C:1]([N:3]1[CH:7]=[CH:6][N:5]=[CH:4]1)=[O:2])[CH2:11][CH2:15][C:14]#[CH:13]. The catalyst class is: 4. (2) Reactant: [Br:1][C:2]1[C:7]([O:8][CH3:9])=[CH:6][C:5]([NH:10]C(=O)C)=[C:4]([CH3:14])[CH:3]=1.Cl.[OH-].[Na+]. Product: [Br:1][C:2]1[C:7]([O:8][CH3:9])=[CH:6][C:5]([NH2:10])=[C:4]([CH3:14])[CH:3]=1. The catalyst class is: 5. (3) Reactant: [B-](F)(F)(F)F.[B-](F)(F)(F)F.[CH2:11]1[N+:16]2([CH2:19]Cl)[CH2:17][CH2:18][N+:13](F)([CH2:14][CH2:15]2)[CH2:12]1.CN1CC[C@]2(N=C(C3[CH:35]=[C:34]([C:36]4[CH:41]=[CH:40][C:39]([C:42]([F:45])([F:44])[F:43])=[CH:38][CH:37]=4)[CH:33]=[CH:32][N:31]=3)CC2)C1=O.[F:49][C:50](F)([F:54])[C:51](O)=O.[OH-:56].[Na+]. Product: [F:49][C:50]1([F:54])[CH2:51][C@@:18]2([CH2:14][CH2:15][N:16]([CH3:19])[C:17]2=[O:56])[N:13]=[C:12]1[C:11]1[CH:35]=[C:34]([C:36]2[CH:37]=[CH:38][C:39]([C:42]([F:43])([F:44])[F:45])=[CH:40][CH:41]=2)[CH:33]=[CH:32][N:31]=1. The catalyst class is: 23. (4) Reactant: [O:1]1[CH2:6][CH:5]=[C:4]([C:7]2[CH:8]=[CH:9][C:10]([F:26])=[C:11]([C@:13]3([CH3:25])[C:19]([F:21])([F:20])[C:18]([CH3:23])([CH3:22])[O:17][CH2:16][C:15](=[O:24])[NH:14]3)[CH:12]=2)[CH2:3][CH2:2]1. Product: [F:21][C:19]1([F:20])[C:18]([CH3:22])([CH3:23])[O:17][CH2:16][C:15](=[O:24])[NH:14][C@@:13]1([C:11]1[CH:12]=[C:7]([CH:4]2[CH2:3][CH2:2][O:1][CH2:6][CH2:5]2)[CH:8]=[CH:9][C:10]=1[F:26])[CH3:25]. The catalyst class is: 78. (5) Reactant: [C:1](=[O:12])(OC(Cl)(Cl)Cl)OC(Cl)(Cl)Cl.[NH:13]([C:15]1[CH:20]=[C:19]([I:21])[CH:18]=[CH:17][N:16]=1)[NH2:14].C(N(CC)CC)C.O. Product: [I:21][C:19]1[CH:18]=[CH:17][N:16]2[C:1](=[O:12])[NH:14][N:13]=[C:15]2[CH:20]=1. The catalyst class is: 217. (6) Reactant: Cl[C:2]1[N:7]=[C:6]([N:8]2[CH2:13][CH2:12][O:11][CH2:10][CH2:9]2)[N:5]=[C:4]([N:14]2[C:18]3[CH:19]=[CH:20][CH:21]=[CH:22][C:17]=3[N:16]=[C:15]2[CH:23]([F:25])[F:24])[N:3]=1.[NH2:26][CH2:27][C:28]1[CH:33]=[CH:32][N:31]=[CH:30][CH:29]=1. Product: [F:24][CH:23]([F:25])[C:15]1[N:14]([C:4]2[N:5]=[C:6]([N:8]3[CH2:13][CH2:12][O:11][CH2:10][CH2:9]3)[N:7]=[C:2]([NH:26][CH2:27][C:28]3[CH:33]=[CH:32][N:31]=[CH:30][CH:29]=3)[N:3]=2)[C:18]2[CH:19]=[CH:20][CH:21]=[CH:22][C:17]=2[N:16]=1. The catalyst class is: 38.